This data is from Forward reaction prediction with 1.9M reactions from USPTO patents (1976-2016). The task is: Predict the product of the given reaction. (1) Given the reactants N1([C:6]([NH:8][C@:9]2([C:14]([O:16][CH2:17][CH3:18])=[O:15])[CH2:11][C@H:10]2[CH:12]=[CH2:13])=[O:7])C=CN=C1.[Cl:19][C:20]1[C:21]([O:55][CH3:56])=[CH:22][CH:23]=[C:24]2[C:29]=1[N:28]=[C:27]([N:30]1[CH:34]=[CH:33][C:32]([C:35]([F:38])([F:37])[F:36])=[N:31]1)[CH:26]=[C:25]2[O:39][C@@H:40]1[CH2:44][NH:43][C@H:42]([C:45]([N:47]([CH2:49][CH2:50][CH2:51][CH2:52][CH:53]=[CH2:54])[CH3:48])=[O:46])[CH2:41]1.C(OC([C@@]1(NC(N2C[C@H](O)C[C@H]2C(=O)N(CCCCC=C)C)=O)C[C@@H]1C=C)=O)C, predict the reaction product. The product is: [Cl:19][C:20]1[C:21]([O:55][CH3:56])=[CH:22][CH:23]=[C:24]2[C:29]=1[N:28]=[C:27]([N:30]1[CH:34]=[CH:33][C:32]([C:35]([F:36])([F:37])[F:38])=[N:31]1)[CH:26]=[C:25]2[O:39][C@@H:40]1[CH2:44][N:43]([C:6]([NH:8][C@:9]2([C:14]([O:16][CH2:17][CH3:18])=[O:15])[CH2:11][C@H:10]2[CH:12]=[CH2:13])=[O:7])[C@H:42]([C:45](=[O:46])[N:47]([CH2:49][CH2:50][CH2:51][CH2:52][CH:53]=[CH2:54])[CH3:48])[CH2:41]1. (2) Given the reactants [CH2:1]([O:3][C:4]1[C:8]([CH2:9][CH2:10][CH2:11][OH:12])=[CH:7][N:6]([C:13]2[CH:18]=[CH:17][CH:16]=[CH:15][N:14]=2)[N:5]=1)[CH3:2].O[C:20]1[CH:21]=[C:22]([CH:32]=[CH:33][CH:34]=1)[O:23][C:24]([CH3:31])([CH3:30])[C:25]([O:27]CC)=[O:26].C(P(CCCC)CCCC)CCC.N(C(N1CCCCC1)=O)=NC(N1CCCCC1)=O, predict the reaction product. The product is: [CH2:1]([O:3][C:4]1[C:8]([CH2:9][CH2:10][CH2:11][O:12][C:20]2[CH:21]=[C:22]([CH:32]=[CH:33][CH:34]=2)[O:23][C:24]([CH3:31])([CH3:30])[C:25]([OH:27])=[O:26])=[CH:7][N:6]([C:13]2[CH:18]=[CH:17][CH:16]=[CH:15][N:14]=2)[N:5]=1)[CH3:2]. (3) Given the reactants [F:1][C:2]1[CH:10]=[C:9]2[C:5]([C:6](I)=[CH:7][N:8]2[S:11]([C:14]2[CH:19]=[CH:18][CH:17]=[CH:16][CH:15]=2)(=[O:13])=[O:12])=[CH:4][CH:3]=1.[O:21]1[C:25]2[CH:26]=[CH:27][C:28](B(O)O)=[CH:29][C:24]=2[CH:23]=[CH:22]1, predict the reaction product. The product is: [O:21]1[C:25]2[CH:26]=[CH:27][C:28]([C:6]3[C:5]4[C:9](=[CH:10][C:2]([F:1])=[CH:3][CH:4]=4)[N:8]([S:11]([C:14]4[CH:19]=[CH:18][CH:17]=[CH:16][CH:15]=4)(=[O:13])=[O:12])[CH:7]=3)=[CH:29][C:24]=2[CH:23]=[CH:22]1. (4) The product is: [CH3:1][O:2][C:3]1[CH:12]=[C:11]2[C:6]([C:7]([O:13][C:14]3[CH:15]=[CH:16][C:17]([NH:20][C:21]4[C:30]5[C:25](=[CH:26][CH:27]=[CH:28][CH:29]=5)[C:24]([C:31]5[CH:32]=[CH:33][C:34]([CH3:38])=[C:35]([O:37][CH2:46][CH2:47][O:48][CH3:49])[CH:36]=5)=[N:23][N:22]=4)=[CH:18][CH:19]=3)=[CH:8][CH:9]=[N:10]2)=[N:5][CH:4]=1. Given the reactants [CH3:1][O:2][C:3]1[CH:12]=[C:11]2[C:6]([C:7]([O:13][C:14]3[CH:19]=[CH:18][C:17]([NH:20][C:21]4[C:30]5[C:25](=[CH:26][CH:27]=[CH:28][CH:29]=5)[C:24]([C:31]5[CH:32]=[CH:33][C:34]([CH3:38])=[C:35]([OH:37])[CH:36]=5)=[N:23][N:22]=4)=[CH:16][CH:15]=3)=[CH:8][CH:9]=[N:10]2)=[N:5][CH:4]=1.C(=O)([O-])[O-].[Cs+].[Cs+].Br[CH2:46][CH2:47][O:48][CH3:49], predict the reaction product. (5) Given the reactants [N+:1]([C:4]1[CH:10]=[CH:9][C:7]([NH2:8])=[C:6]([C:11]#[C:12][C:13]2[CH:18]=[CH:17][CH:16]=[CH:15][N:14]=2)[CH:5]=1)([O-:3])=[O:2].CC([O-])(C)C.[K+], predict the reaction product. The product is: [N+:1]([C:4]1[CH:5]=[C:6]2[C:7](=[CH:9][CH:10]=1)[NH:8][C:12]([C:13]1[CH:18]=[CH:17][CH:16]=[CH:15][N:14]=1)=[CH:11]2)([O-:3])=[O:2].